Dataset: Full USPTO retrosynthesis dataset with 1.9M reactions from patents (1976-2016). Task: Predict the reactants needed to synthesize the given product. (1) The reactants are: C(O[BH-](OC(=O)C)OC(=O)C)(=O)C.[Na+].[Cl:15][C:16]1[C:17]([CH:27]=O)=[N:18][CH:19]=[C:20]([N:22]([CH3:26])[CH2:23][CH2:24][CH3:25])[N:21]=1.[CH2:29]([NH:36][CH2:37][CH2:38][OH:39])[C:30]1[CH:35]=[CH:34][CH:33]=[CH:32][CH:31]=1.C(=O)([O-])O.[Na+]. Given the product [CH2:29]([N:36]([CH2:27][C:17]1[C:16]([Cl:15])=[N:21][C:20]([N:22]([CH3:26])[CH2:23][CH2:24][CH3:25])=[CH:19][N:18]=1)[CH2:37][CH2:38][OH:39])[C:30]1[CH:35]=[CH:34][CH:33]=[CH:32][CH:31]=1, predict the reactants needed to synthesize it. (2) Given the product [CH:1]1([S:7]([C:10]2[N:14]3[CH:15]=[CH:16][C:17]([C:19]([NH:25][C:26]4[CH:31]=[CH:30][N:29]=[CH:28][CH:27]=4)=[O:21])=[CH:18][C:13]3=[N:12][C:11]=2[CH:22]([CH3:23])[CH3:24])(=[O:8])=[O:9])[CH2:2][CH2:3][CH2:4][CH2:5][CH2:6]1, predict the reactants needed to synthesize it. The reactants are: [CH:1]1([S:7]([C:10]2[N:14]3[CH:15]=[CH:16][C:17]([C:19]([OH:21])=O)=[CH:18][C:13]3=[N:12][C:11]=2[CH:22]([CH3:24])[CH3:23])(=[O:9])=[O:8])[CH2:6][CH2:5][CH2:4][CH2:3][CH2:2]1.[NH2:25][C:26]1[CH:31]=[CH:30][N:29]=[CH:28][CH:27]=1.